Dataset: Full USPTO retrosynthesis dataset with 1.9M reactions from patents (1976-2016). Task: Predict the reactants needed to synthesize the given product. Given the product [CH2:2]([O:9][C:10]1[CH:19]=[CH:18][CH:17]=[C:16]2[C:11]=1[CH2:12][CH2:13][CH2:14][CH:15]2[C:20]([N:22]([C:29]1[CH:30]=[N:31][C:32]([CH:35]([CH3:37])[CH3:36])=[CH:33][CH:34]=1)[CH2:23][C:24]1[CH:25]=[N:26][N:27]([CH2:38][C:39]2[CH:46]=[CH:45][C:42]([CH3:43])=[CH:41][CH:40]=2)[CH:28]=1)=[O:21])[C:3]1[CH:8]=[CH:7][CH:6]=[CH:5][CH:4]=1, predict the reactants needed to synthesize it. The reactants are: Cl.[CH2:2]([O:9][C:10]1[CH:19]=[CH:18][CH:17]=[C:16]2[C:11]=1[CH2:12][CH2:13][CH2:14][CH:15]2[C:20]([N:22]([C:29]1[CH:30]=[N:31][C:32]([CH:35]([CH3:37])[CH3:36])=[CH:33][CH:34]=1)[CH2:23][C:24]1[CH:25]=[N:26][NH:27][CH:28]=1)=[O:21])[C:3]1[CH:8]=[CH:7][CH:6]=[CH:5][CH:4]=1.[CH3:38][C:39]1[CH:46]=[CH:45][C:42]([CH2:43]Cl)=[CH:41][CH:40]=1.